Dataset: Forward reaction prediction with 1.9M reactions from USPTO patents (1976-2016). Task: Predict the product of the given reaction. (1) Given the reactants [Li+].[OH-:2].[CH2:3]([N:9]([CH3:20])[C:10]([CH:12]1[CH2:17][CH:16]2[CH2:18][CH:13]1[C:14](=[O:19])[O:15]2)=[O:11])[CH2:4][CH2:5][CH2:6][CH:7]=[CH2:8].Cl, predict the reaction product. The product is: [CH2:3]([N:9]([CH3:20])[C:10]([CH:12]1[CH2:17][CH:16]([OH:15])[CH2:18][CH:13]1[C:14]([OH:2])=[O:19])=[O:11])[CH2:4][CH2:5][CH2:6][CH:7]=[CH2:8]. (2) Given the reactants [F:1][C:2]([F:14])([F:13])[C:3]1[CH:4]=[C:5]([CH2:9][C:10](O)=[O:11])[CH:6]=[CH:7][CH:8]=1.CCN=C=NCCCN(C)C.Cl.C1C=CC2N(O)N=NC=2C=1.CCN(C(C)C)C(C)C.Cl.[CH3:47][NH:48][O:49][CH3:50], predict the reaction product. The product is: [CH3:50][O:49][N:48]([CH3:47])[C:10](=[O:11])[CH2:9][C:5]1[CH:6]=[CH:7][CH:8]=[C:3]([C:2]([F:14])([F:13])[F:1])[CH:4]=1. (3) The product is: [C:1]([O:5][C:6]([N:8]1[CH2:13][CH2:12][N:11]([S:25]([CH2:24][CH2:23][CH2:22][Cl:21])(=[O:27])=[O:26])[CH2:10][CH2:9]1)=[O:7])([CH3:4])([CH3:2])[CH3:3]. Given the reactants [C:1]([O:5][C:6]([N:8]1[CH2:13][CH2:12][NH:11][CH2:10][CH2:9]1)=[O:7])([CH3:4])([CH3:3])[CH3:2].C(N(CC)CC)C.[Cl:21][CH2:22][CH2:23][CH2:24][S:25](Cl)(=[O:27])=[O:26], predict the reaction product. (4) Given the reactants [OH:1][CH2:2][CH2:3][CH2:4][CH2:5][NH:6][S:7]([C:10]1[CH:15]=[CH:14][C:13](Br)=[CH:12][CH:11]=1)(=[O:9])=[O:8].[F:17][C:18]([F:30])([F:29])[O:19][C:20]1[CH:25]=[CH:24][C:23](B(O)O)=[CH:22][CH:21]=1, predict the reaction product. The product is: [OH:1][CH2:2][CH2:3][CH2:4][CH2:5][NH:6][S:7]([C:10]1[CH:15]=[CH:14][C:13]([C:23]2[CH:22]=[CH:21][C:20]([O:19][C:18]([F:17])([F:29])[F:30])=[CH:25][CH:24]=2)=[CH:12][CH:11]=1)(=[O:9])=[O:8]. (5) Given the reactants [Cl:1][C:2]1[C:3]([CH3:18])=[C:4]([NH:10][C@H:11]([C@H:15]([OH:17])[CH3:16])[C:12]([OH:14])=O)[CH:5]=[CH:6][C:7]=1[C:8]#[N:9].[F:19][C:20]1[CH:29]=[C:28]([F:30])[CH:27]=[CH:26][C:21]=1[C:22]([NH:24][NH2:25])=[O:23].ClC1C(CC)=C(N[C@H]([C@@H](O)C)C(NNC(=O)C2C=CC=CC=2)=O)C=CC=1C#N, predict the reaction product. The product is: [Cl:1][C:2]1[C:3]([CH3:18])=[C:4]([NH:10][C@H:11]([C@H:15]([OH:17])[CH3:16])[C:12]([NH:25][NH:24][C:22](=[O:23])[C:21]2[CH:26]=[CH:27][C:28]([F:30])=[CH:29][C:20]=2[F:19])=[O:14])[CH:5]=[CH:6][C:7]=1[C:8]#[N:9].